From a dataset of Full USPTO retrosynthesis dataset with 1.9M reactions from patents (1976-2016). Predict the reactants needed to synthesize the given product. (1) The reactants are: [CH2:1]([O:8][C:9]1[CH:14]=[CH:13][C:12]([C:15]2[O:19][C:18]([CH3:21])([CH3:20])[C:17](=[O:22])[CH:16]=2)=[CH:11][CH:10]=1)[C:2]1[CH:7]=[CH:6][CH:5]=[CH:4][CH:3]=1.C1C(=O)N([Br:30])C(=O)C1. Given the product [CH2:1]([O:8][C:9]1[CH:14]=[CH:13][C:12]([C:15]2[O:19][C:18]([CH3:20])([CH3:21])[C:17](=[O:22])[C:16]=2[Br:30])=[CH:11][CH:10]=1)[C:2]1[CH:3]=[CH:4][CH:5]=[CH:6][CH:7]=1, predict the reactants needed to synthesize it. (2) Given the product [CH3:30][N:31]([CH3:35])[C:32]([N:27]1[CH2:28][CH2:29][C:22]2([S:21][C:20]([C:17]3[NH:18][C:19]4[C:15]([CH:16]=3)=[CH:14][CH:13]=[CH:12][C:11]=4[N:2]([CH3:1])[S:3]([C:6]3[S:7][CH:8]=[CH:9][CH:10]=3)(=[O:4])=[O:5])=[N:24][CH2:23]2)[CH2:25][CH2:26]1)=[O:33], predict the reactants needed to synthesize it. The reactants are: [CH3:1][N:2]([C:11]1[CH:12]=[CH:13][CH:14]=[C:15]2[C:19]=1[NH:18][C:17]([C:20]1[S:21][C:22]3([CH2:29][CH2:28][NH:27][CH2:26][CH2:25]3)[CH2:23][N:24]=1)=[CH:16]2)[S:3]([C:6]1[S:7][CH:8]=[CH:9][CH:10]=1)(=[O:5])=[O:4].[CH3:30][N:31]([CH3:35])[C:32](Cl)=[O:33].C(N(CC)CC)C.O. (3) The reactants are: [CH2:1]([O:3][C:4]([C@@H:6]1[CH2:10][CH:9](OS(C)(=O)=O)[CH2:8][C@H:7]1[CH2:16][O:17][C:18]([C:31]1[CH:36]=[CH:35][CH:34]=[CH:33][CH:32]=1)([C:25]1[CH:30]=[CH:29][CH:28]=[CH:27][CH:26]=1)[C:19]1[CH:24]=[CH:23][CH:22]=[CH:21][CH:20]=1)=[O:5])[CH3:2].[Br:37][C:38]1[CH:43]=[CH:42][C:41]([SH:44])=[C:40]([C:45]([F:48])([F:47])[F:46])[CH:39]=1. Given the product [CH2:1]([O:3][C:4]([C@@H:6]1[CH2:10][C@@H:9]([S:44][C:41]2[CH:42]=[CH:43][C:38]([Br:37])=[CH:39][C:40]=2[C:45]([F:48])([F:46])[F:47])[CH2:8][C@H:7]1[CH2:16][O:17][C:18]([C:19]1[CH:20]=[CH:21][CH:22]=[CH:23][CH:24]=1)([C:25]1[CH:30]=[CH:29][CH:28]=[CH:27][CH:26]=1)[C:31]1[CH:36]=[CH:35][CH:34]=[CH:33][CH:32]=1)=[O:5])[CH3:2], predict the reactants needed to synthesize it. (4) Given the product [CH3:53][O:52][C:46]1[CH:47]=[CH:48][CH:49]=[C:50]([CH3:51])[C:45]=1[O:44][CH2:43][CH2:42][CH2:41][CH2:40][O:1][C:2]1[CH:7]=[CH:6][C:5]([CH:8]2[CH2:13][CH2:12][N:11]([C:14]([O:16][C:17]([CH3:19])([CH3:20])[CH3:18])=[O:15])[CH2:10][CH:9]2[O:21][CH2:22][C:23]2[CH:32]=[C:31]3[C:26]([CH2:27][CH2:28][C:29](=[O:38])[N:30]3[CH2:33][CH2:34][CH2:35][O:36][CH3:37])=[CH:25][CH:24]=2)=[CH:4][CH:3]=1, predict the reactants needed to synthesize it. The reactants are: [OH:1][C:2]1[CH:7]=[CH:6][C:5]([CH:8]2[CH2:13][CH2:12][N:11]([C:14]([O:16][C:17]([CH3:20])([CH3:19])[CH3:18])=[O:15])[CH2:10][CH:9]2[O:21][CH2:22][C:23]2[CH:32]=[C:31]3[C:26]([CH2:27][CH2:28][C:29](=[O:38])[N:30]3[CH2:33][CH2:34][CH2:35][O:36][CH3:37])=[CH:25][CH:24]=2)=[CH:4][CH:3]=1.Br[CH2:40][CH2:41][CH2:42][CH2:43][O:44][C:45]1[C:50]([CH3:51])=[CH:49][CH:48]=[CH:47][C:46]=1[O:52][CH3:53]. (5) Given the product [F:1][C:2]1[CH:7]=[C:6]([CH2:8][S:9]([CH3:12])(=[O:11])=[O:10])[CH:5]=[CH:4][C:3]=1[C:13]1[CH:14]=[C:15]2[CH2:21][CH:20]([CH:22]3[CH2:27][CH2:26][N:25]([C:28]4[O:30][N:31]=[C:32]([CH:33]([CH3:35])[CH3:34])[N:29]=4)[CH2:24][CH2:23]3)[O:19][C:16]2=[CH:17][N:18]=1, predict the reactants needed to synthesize it. The reactants are: [F:1][C:2]1[CH:7]=[C:6]([CH2:8][S:9]([CH3:12])(=[O:11])=[O:10])[CH:5]=[CH:4][C:3]=1[C:13]1[CH:14]=[C:15]2[CH2:21][CH:20]([CH:22]3[CH2:27][CH2:26][N:25]([C:28]#[N:29])[CH2:24][CH2:23]3)[O:19][C:16]2=[CH:17][N:18]=1.[OH:30][NH:31][C:32](=N)[CH:33]([CH3:35])[CH3:34]. (6) Given the product [OH:10][C:8]1[CH:9]=[C:4]([CH:5]=[CH:6][CH:7]=1)[C:2](=[O:3])[CH:1]=[CH:16][C:15]1[CH:18]=[CH:19][C:20]2[O:21][CH2:11][O:12][C:13]=2[CH:14]=1, predict the reactants needed to synthesize it. The reactants are: [CH3:1][C:2]([C:4]1[CH:5]=[CH:6][CH:7]=[C:8]([OH:10])[CH:9]=1)=[O:3].[CH2:11]1[O:21][C:20]2[CH:19]=[CH:18][C:15]([CH:16]=O)=[CH:14][C:13]=2[O:12]1.[OH-].[Na+]. (7) Given the product [OH:3][N:2]=[C:10]([C:9]1[CH:12]=[CH:13][C:6]([CH2:5][OH:4])=[CH:7][CH:8]=1)[NH2:11], predict the reactants needed to synthesize it. The reactants are: Cl.[NH2:2][OH:3].[OH:4][CH2:5][C:6]1[CH:13]=[CH:12][C:9]([C:10]#[N:11])=[CH:8][CH:7]=1.C(=O)([O-])O.[Na+]. (8) Given the product [Br:14][C:15]1[N:19]2[CH2:20][CH2:21][N:22]([C:11]([C:9]3[CH:10]=[C:5]4[N:4]=[CH:3][C:2]([Br:1])=[CH:7][N:6]4[N:8]=3)=[O:13])[CH:23]([CH3:24])[C:18]2=[CH:17][CH:16]=1, predict the reactants needed to synthesize it. The reactants are: [Br:1][C:2]1[CH:3]=[N:4][C:5]2[N:6]([N:8]=[C:9]([C:11]([OH:13])=O)[CH:10]=2)[CH:7]=1.[Br:14][C:15]1[N:19]2[CH2:20][CH2:21][NH:22][CH:23]([CH3:24])[C:18]2=[CH:17][CH:16]=1. (9) Given the product [C:9]12([O:4][C:3]3[CH:5]=[CH:6][CH:7]=[CH:8][C:1]=3[O:2]1)[CH2:13][CH2:12][CH2:11][CH2:10]2, predict the reactants needed to synthesize it. The reactants are: [C:1]1([C:3](=[CH:5][CH:6]=[CH:7][CH:8]=1)[OH:4])[OH:2].[C:9]1(=O)[CH2:13][CH2:12][CH2:11][CH2:10]1.C1(C)C=CC(S(O)(=O)=O)=CC=1.